This data is from Full USPTO retrosynthesis dataset with 1.9M reactions from patents (1976-2016). The task is: Predict the reactants needed to synthesize the given product. (1) Given the product [CH3:1][O:2][C:3]1[CH:11]=[CH:10][CH:9]=[C:8]2[C:4]=1[CH2:5][C:6](=[O:12])[N:7]2[CH3:14], predict the reactants needed to synthesize it. The reactants are: [CH3:1][O:2][C:3]1[CH:11]=[CH:10][CH:9]=[C:8]2[C:4]=1[CH2:5][C:6](=[O:12])[NH:7]2.I[CH3:14].[OH-].[K+].[Cl-].[NH4+]. (2) Given the product [CH2:14]([O:13][C:3]1[CH:4]=[C:5]([CH:6]=[O:7])[CH:8]=[C:9]([O:10][CH2:11][CH3:12])[C:2]=1[C:20]1[CH:19]=[CH:18][C:17]([F:16])=[C:22]([F:23])[CH:21]=1)[CH3:15], predict the reactants needed to synthesize it. The reactants are: Br[C:2]1[C:9]([O:10][CH2:11][CH3:12])=[CH:8][C:5]([CH:6]=[O:7])=[CH:4][C:3]=1[O:13][CH2:14][CH3:15].[F:16][C:17]1[CH:18]=[C:19](B(O)O)[CH:20]=[CH:21][C:22]=1[F:23].P([O-])([O-])([O-])=O.[K+].[K+].[K+].CN(C=O)C. (3) Given the product [CH3:13][C@@:12]12[C@@H:11]([C:21]([OH:23])=[O:22])[CH2:10][CH2:9][C@H:8]1[C@@H:7]1[CH2:6][CH2:5][C@H:4]3[NH:3][C:2](=[O:1])[CH2:19][CH2:18][C@:17]3([CH3:20])[C@H:16]1[CH2:15][CH2:14]2, predict the reactants needed to synthesize it. The reactants are: [O:1]=[C:2]1[CH2:19][CH2:18][C@@:17]2([CH3:20])[C:4](=[CH:5][CH2:6][C@@H:7]3[C@@H:16]2[CH2:15][CH2:14][C@@:12]2([CH3:13])[C@H:8]3[CH2:9][CH2:10][C@@H:11]2[C:21]([OH:23])=[O:22])[NH:3]1.C([O-])(=O)C.[NH4+]. (4) Given the product [S:7]([CH2:8][C:9]#[CH:10])[C@@H:6]1[O:11][C@@H:12]([CH3:23])[C@H:13]([OH:19])[C@@H:14]([OH:15])[C@H:5]1[OH:4], predict the reactants needed to synthesize it. The reactants are: C([O:4][C@@H:5]1[C@H:14]([O:15]C(=O)C)[C@@H:13]([O:19]C(=O)C)[C@H:12]([CH3:23])[O:11][C@H:6]1[S:7][CH2:8][C:9]#[CH:10])(=O)C.CO.[Na]. (5) Given the product [O:20]=[C:16]1[N:15]([CH2:14][CH2:13][C:10]2[CH:11]=[C:12]3[C:7](=[CH:8][CH:9]=2)[NH:6][C:4](=[O:5])[C:3]3=[O:21])[CH2:19][CH2:18][O:17]1, predict the reactants needed to synthesize it. The reactants are: ON=[CH:3][C:4]([NH:6][C:7]1[CH:12]=[CH:11][C:10]([CH2:13][CH2:14][N:15]2[CH2:19][CH2:18][O:17][C:16]2=[O:20])=[CH:9][CH:8]=1)=[O:5].[OH:21]S(O)(=O)=O. (6) Given the product [N+:1]([C:4]1[CH:5]=[C:6]([C:14]2[CH2:19][CH2:18][NH:17][CH2:16][CH:15]=2)[CH:7]=[C:8]([C:10]([F:11])([F:12])[F:13])[CH:9]=1)([O-:3])=[O:2], predict the reactants needed to synthesize it. The reactants are: [N+:1]([C:4]1[CH:5]=[C:6]([C:14]2[CH2:19][CH2:18][N:17](C(OC(C)(C)C)=O)[CH2:16][CH:15]=2)[CH:7]=[C:8]([C:10]([F:13])([F:12])[F:11])[CH:9]=1)([O-:3])=[O:2].FC(F)(F)C(O)=O.C([O-])(O)=O.[Na+].